Predict the reactants needed to synthesize the given product. From a dataset of Full USPTO retrosynthesis dataset with 1.9M reactions from patents (1976-2016). (1) Given the product [NH2:29][C:6]1[NH:3][C:16](=[O:15])[CH2:17][C:9]=1[C:10]([O:12][CH2:13][CH3:14])=[O:11], predict the reactants needed to synthesize it. The reactants are: C([N:3]([CH2:6]C)CC)C.Br[CH2:9][C:10]([O:12][CH2:13][CH3:14])=[O:11].[O-:15][CH2:16][CH3:17].[Na+].C(O)C.C(=O)([O-])O.[Na+].C(#[N:29])C. (2) The reactants are: [C:1]1([S:7](Cl)(=[O:9])=[O:8])[CH:6]=[CH:5][CH:4]=[CH:3][CH:2]=1.[C:11]1([S:17]([C:20]([CH3:33])([CH3:32])[CH2:21][CH2:22][CH2:23][N:24]2[CH2:29][CH2:28][CH2:27][CH:26]([NH:30]C)[CH2:25]2)(=[O:19])=[O:18])[CH:16]=[CH:15][CH:14]=[CH:13][CH:12]=1.[CH2:34](N(CC)CC)C. Given the product [C:11]1([S:17]([C:20]([CH3:33])([CH3:32])[CH2:21][CH2:22][CH2:23][N:24]2[CH2:29][CH2:28][CH2:27][CH:26]([NH:30][S:7]([C:1]3([CH3:34])[CH:6]=[CH:5][CH:4]=[CH:3][CH2:2]3)(=[O:9])=[O:8])[CH2:25]2)(=[O:19])=[O:18])[CH:16]=[CH:15][CH:14]=[CH:13][CH:12]=1, predict the reactants needed to synthesize it. (3) Given the product [CH3:29][N:28]([CH3:30])[C:26]([C:25]1[CH:31]=[CH:32][C:33]([O:7][C:8]2[C:16]3[CH:15]=[C:14]([CH3:17])[S:13][C:12]=3[CH:11]=[C:10]([C:18]([NH:42][C:39]3[CH:40]=[CH:41][N:37]([CH3:36])[N:38]=3)=[O:20])[CH:9]=2)=[CH:34][C:24]=1[F:23])=[O:27], predict the reactants needed to synthesize it. The reactants are: C([O-])([O-])=O.[Cs+].[Cs+].[OH:7][C:8]1[C:16]2[CH:15]=[C:14]([CH3:17])[S:13][C:12]=2[CH:11]=[C:10]([C:18]([O:20]CC)=O)[CH:9]=1.[F:23][C:24]1[CH:34]=[C:33](F)[CH:32]=[CH:31][C:25]=1[C:26]([N:28]([CH3:30])[CH3:29])=[O:27].[CH3:36][N:37]1[CH:41]=[CH:40][C:39]([NH2:42])=[N:38]1.CN(C(ON1N=NC2C=CC=NC1=2)=[N+](C)C)C.F[P-](F)(F)(F)(F)F. (4) Given the product [CH:9]1[CH:5]=[CH:4][C:3]2[N:11]([OH:13])[N:16]=[N:15][C:2]=2[CH:10]=1, predict the reactants needed to synthesize it. The reactants are: Cl[C:2]1[CH:10]=[CH:9][C:5](C(O)=O)=[CH:4][C:3]=1[N+:11]([O-:13])=O.O.[NH2:15][NH2:16]. (5) Given the product [Cl:1][C:2]1[CH:7]=[CH:6][CH:5]=[C:4]([N+:8]([O-:10])=[O:9])[C:3]=1[S:16][CH2:15][CH2:14][CH2:13][Cl:12], predict the reactants needed to synthesize it. The reactants are: [Cl:1][C:2]1[CH:7]=[CH:6][CH:5]=[C:4]([N+:8]([O-:10])=[O:9])[C:3]=1Cl.[Cl:12][CH2:13][CH2:14][CH2:15][SH:16].[OH-].[K+]. (6) Given the product [F:37][C:26]1[CH:25]=[C:24]([N:20]2[CH2:19][C@H:18]([CH2:17][NH:16][C:47](=[O:50])[CH2:48][CH3:49])[O:22][C:21]2=[O:23])[CH:29]=[CH:28][C:27]=1[C:30]1[S:31][CH2:32][C:33](=[O:36])[NH:34][N:35]=1, predict the reactants needed to synthesize it. The reactants are: C1(N=C=NC2CCCCC2)CCCCC1.[NH2:16][CH2:17][C@@H:18]1[O:22][C:21](=[O:23])[N:20]([C:24]2[CH:29]=[CH:28][C:27]([C:30]3[S:31][CH2:32][C:33](=[O:36])[NH:34][N:35]=3)=[C:26]([F:37])[CH:25]=2)[CH2:19]1.C(N(CC)C(C)C)(C)C.[C:47](O)(=[O:50])[CH2:48][CH3:49].